Dataset: Catalyst prediction with 721,799 reactions and 888 catalyst types from USPTO. Task: Predict which catalyst facilitates the given reaction. (1) Reactant: [N+:1]([C:4]1[C:5]([C:13]([O:15][CH3:16])=[O:14])=[N:6][NH:7][C:8]=1[C:9]([O:11][CH3:12])=[O:10])([O-:3])=[O:2].C1(P(C2C=CC=CC=2)C2C=CC=CC=2)C=CC=CC=1.[CH:36]([O:39][CH2:40][CH2:41]O)([CH3:38])[CH3:37].N(C(OC(C)C)=O)=NC(OC(C)C)=O. Product: [CH:36]([O:39][CH2:40][CH2:41][N:7]1[C:8]([C:9]([O:11][CH3:12])=[O:10])=[C:4]([N+:1]([O-:3])=[O:2])[C:5]([C:13]([O:15][CH3:16])=[O:14])=[N:6]1)([CH3:38])[CH3:37]. The catalyst class is: 7. (2) Reactant: [CH3:1][N:2]1[CH2:23][C:8]23[CH2:9][CH2:10][CH:11]4[CH:20]([CH:7]2[CH2:6][CH2:5][CH:4]3[CH:3]1[CH3:24])[CH2:19][CH:18]=[C:17]1[C:12]4([CH3:22])[CH2:13][CH2:14][CH:15]([OH:21])[CH2:16]1.CC(OI1(OC(C)=O)(OC(C)=O)OC(=O)C2C=CC=CC1=2)=O. Product: [CH3:1][N:2]1[CH2:23][C:8]23[CH2:9][CH2:10][CH:11]4[CH:20]([CH:7]2[CH2:6][CH2:5][CH:4]3[CH:3]1[CH3:24])[CH2:19][CH:18]=[C:17]1[C:12]4([CH3:22])[CH2:13][CH2:14][C:15](=[O:21])[CH2:16]1. The catalyst class is: 4. (3) Reactant: [CH2:1]([O:3][C:4]1[CH:9]=[C:8]([O:10]CC2C=CC(OC)=CC=2)[N:7]=[CH:6][C:5]=1[C:20]1[CH:25]=[CH:24][C:23]([CH2:26][C:27]([NH:29][C:30]2[CH:34]=[C:33]([C:35]([CH3:41])([CH3:40])[C:36]([F:39])([F:38])[F:37])[O:32][N:31]=2)=[O:28])=[C:22]([F:42])[CH:21]=1)[CH3:2].C(O)(C(F)(F)F)=O. Product: [CH2:1]([O:3][C:4]1[C:5]([C:20]2[CH:25]=[CH:24][C:23]([CH2:26][C:27]([NH:29][C:30]3[CH:34]=[C:33]([C:35]([CH3:41])([CH3:40])[C:36]([F:39])([F:37])[F:38])[O:32][N:31]=3)=[O:28])=[C:22]([F:42])[CH:21]=2)=[CH:6][NH:7][C:8](=[O:10])[CH:9]=1)[CH3:2]. The catalyst class is: 2.